This data is from Catalyst prediction with 721,799 reactions and 888 catalyst types from USPTO. The task is: Predict which catalyst facilitates the given reaction. (1) Reactant: Cl[C:2]([O:4][C:5]1[CH:10]=[CH:9][C:8]([CH2:11][CH2:12][CH3:13])=[CH:7][CH:6]=1)=[O:3].C(N(CC)CC)C.Cl.[CH2:22]1[C:31]2[C:26](=[CH:27][CH:28]=[CH:29][CH:30]=2)[CH2:25][CH2:24][N:23]1[NH2:32]. Product: [CH2:11]([C:8]1[CH:9]=[CH:10][C:5]([O:4][C:2](=[O:3])[NH:32][N:23]2[CH2:24][CH2:25][C:26]3[C:31](=[CH:30][CH:29]=[CH:28][CH:27]=3)[CH2:22]2)=[CH:6][CH:7]=1)[CH2:12][CH3:13]. The catalyst class is: 4. (2) Reactant: [CH3:1][O:2][C:3]([NH:5][C@H:6]([C:10]([N:12]1[C@@H:16]([CH3:17])[CH2:15][CH2:14][C@H:13]1[C:18]1[NH:22][C:21]2[C:23]3[C:28]([CH:29]=[CH:30][C:20]=2[N:19]=1)=[CH:27][C:26]1[C:31]2[C:36]([CH2:37][O:38][C:25]=1[CH:24]=3)=[CH:35][C:34]([C:39]1[NH:43][C:42]([C@@H:44]3[CH2:48][C@H:47]([CH2:49][O:50][CH3:51])[CH2:46][N:45]3C(OC(C)(C)C)=O)=[N:41][CH:40]=1)=[CH:33][CH:32]=2)=[O:11])[CH:7]([CH3:9])[CH3:8])=[O:4].Cl.[CH3:60][O:61][C:62]([NH:64][C@@H:65]([C@@H:69]([CH3:72])[CH2:70][CH3:71])[C:66]([OH:68])=O)=[O:63].CN(C(ON1N=NC2C=CC=NC1=2)=[N+](C)C)C.F[P-](F)(F)(F)(F)F.CCN(C(C)C)C(C)C. Product: [CH3:1][O:2][C:3]([NH:5][C@@H:6]([CH:7]([CH3:9])[CH3:8])[C:10]([N:12]1[C@@H:16]([CH3:17])[CH2:15][CH2:14][C@H:13]1[C:18]1[NH:22][C:21]2[C:23]3[C:28]([CH:29]=[CH:30][C:20]=2[N:19]=1)=[CH:27][C:26]1[C:31]2[C:36]([CH2:37][O:38][C:25]=1[CH:24]=3)=[CH:35][C:34]([C:39]1[NH:43][C:42]([C@@H:44]3[CH2:48][C@H:47]([CH2:49][O:50][CH3:51])[CH2:46][N:45]3[C:66](=[O:68])[C@@H:65]([NH:64][C:62](=[O:63])[O:61][CH3:60])[C@@H:69]([CH3:72])[CH2:70][CH3:71])=[N:41][CH:40]=1)=[CH:33][CH:32]=2)=[O:11])=[O:4]. The catalyst class is: 59. (3) Reactant: Br[C:2]1[CH:7]=[CH:6][C:5]([S:8]([NH:11][CH:12]([CH3:14])[CH3:13])(=[O:10])=[O:9])=[C:4]([F:15])[CH:3]=1.[C:16]([C:18]1[N:22]([CH3:23])[C:21](B(O)O)=[CH:20][CH:19]=1)#[N:17].[F-].[K+].C(P(C(C)(C)C)C(C)(C)C)(C)(C)C. Product: [C:16]([C:18]1[N:22]([CH3:23])[C:21]([C:2]2[CH:7]=[CH:6][C:5]([S:8]([NH:11][CH:12]([CH3:14])[CH3:13])(=[O:10])=[O:9])=[C:4]([F:15])[CH:3]=2)=[CH:20][CH:19]=1)#[N:17]. The catalyst class is: 110. (4) Reactant: [F:1][C:2]([F:13])([F:12])[C:3]1[CH:8]=[CH:7][C:6]([C:9](=[O:11])[CH3:10])=[CH:5][CH:4]=1.CO[C:16]([N:20]([CH3:22])[CH3:21])(OC)[CH3:17]. Product: [CH3:21][N:20]([CH3:22])[C:16]([CH3:17])=[CH:10][C:9]([C:6]1[CH:5]=[CH:4][C:3]([C:2]([F:12])([F:13])[F:1])=[CH:8][CH:7]=1)=[O:11]. The catalyst class is: 27. (5) Reactant: [N:1]1([C:6]([N:8]2[CH2:17][CH2:16][C:15]3[N:14]=[CH:13][C:12]([C:18]([F:21])([F:20])[F:19])=[CH:11][C:10]=3[CH2:9]2)=[O:7])[CH:5]=[CH:4][N:3]=[CH:2]1.[CH3:22][I:23]. Product: [I-:23].[CH3:22][N+:3]1[CH:4]=[CH:5][N:1]([C:6]([N:8]2[CH2:17][CH2:16][C:15]3[N:14]=[CH:13][C:12]([C:18]([F:20])([F:21])[F:19])=[CH:11][C:10]=3[CH2:9]2)=[O:7])[CH:2]=1. The catalyst class is: 23. (6) Reactant: C([O:9][CH2:10][CH2:11][CH2:12][C:13]1[CH:28]=[CH:27][C:16]([CH2:17][C:18]2[C:23]([CH3:24])=[CH:22][C:21](C)=[CH:20]C=2O)=[CH:15][CH:14]=1)(=O)C1C=CC=CC=1.[C:29]([O:32][C@@H:33]1[O:50][C@H:49]([CH2:51][O:52]C(=O)C)[C@@H:44]([O:45]C(=O)C)[C@H:39]([O:40]C(=O)C)[C@H:34]1[O:35]C(=O)C)(=O)[CH3:30].C(OCC)(=O)C. Product: [O:32]([C:29]1[CH:30]=[C:21]([CH3:20])[CH:22]=[C:23]([CH3:24])[C:18]=1[CH2:17][C:16]1[CH:27]=[CH:28][C:13]([CH2:12][CH2:11][CH2:10][OH:9])=[CH:14][CH:15]=1)[C@@H:33]1[O:50][C@H:49]([CH2:51][OH:52])[C@@H:44]([OH:45])[C@H:39]([OH:40])[C@H:34]1[OH:35]. The catalyst class is: 451. (7) Reactant: [CH3:1][O:2][C:3]1[CH:4]=[C:5]([CH:13]=[CH:14][CH:15]=1)[CH2:6][CH:7]1[CH2:12][NH:11][CH2:10][CH2:9][NH:8]1.C(Cl)Cl.C(N(CC)CC)C.[S:26]1[CH:30]=[CH:29][CH:28]=[C:27]1[S:31](Cl)(=[O:33])=[O:32]. Product: [CH3:1][O:2][C:3]1[CH:4]=[C:5]([CH:13]=[CH:14][CH:15]=1)[CH2:6][CH:7]1[NH:8][CH2:9][CH2:10][N:11]([S:31]([C:27]2[S:26][CH:30]=[CH:29][CH:28]=2)(=[O:33])=[O:32])[CH2:12]1. The catalyst class is: 250. (8) The catalyst class is: 4. Product: [CH2:19]([C:17]1[S:18][C:9]2[C:8]3[CH:7]=[CH:6][C:5]([O:4][CH2:1][CH2:2][N:36]4[CH:40]=[CH:39][CH:38]=[CH:37]4)=[CH:14][C:13]=3[N:12]=[C:11]([NH2:15])[C:10]=2[N:16]=1)[CH2:20][CH3:21]. Reactant: [C:1]([O:4][C:5]1[CH:6]=[CH:7][C:8]2[C:9]3[S:18][C:17]([CH2:19][CH2:20][CH3:21])=[N:16][C:10]=3[C:11]([NH2:15])=[N:12][C:13]=2[CH:14]=1)(=O)[CH3:2].C(=O)([O-])[O-].[Cs+].[Cs+].CN(C=O)C.BrCC[N:36]1[CH:40]=[CH:39][CH:38]=[CH:37]1. (9) Reactant: F[C:2]1[C:3]([CH3:22])=[N:4][C:5]2[C:10]([N:11]=1)=[C:9]([C:12]1[NH:20][C:19]3[CH2:18][CH2:17][NH:16][C:15](=[O:21])[C:14]=3[CH:13]=1)[CH:8]=[CH:7][CH:6]=2.[CH3:23][C:24]([CH3:28])([CH3:27])[CH2:25][NH2:26].CO.C(Cl)Cl. Product: [CH3:22][C:3]1[C:2]([NH:26][CH2:25][C:24]([CH3:28])([CH3:27])[CH3:23])=[N:11][C:10]2[C:5](=[CH:6][CH:7]=[CH:8][C:9]=2[C:12]2[NH:20][C:19]3[CH2:18][CH2:17][NH:16][C:15](=[O:21])[C:14]=3[CH:13]=2)[N:4]=1. The catalyst class is: 16. (10) Reactant: [Cl:1][C:2]1[CH:16]=[CH:15][C:5]([CH2:6][NH:7][C:8]2[CH:13]=[CH:12][CH:11]=[C:10]([Cl:14])[N:9]=2)=[CH:4][CH:3]=1.[Br:17]N1C(=O)CCC1=O.O. Product: [Br:17][C:11]1[CH:12]=[CH:13][C:8]([NH:7][CH2:6][C:5]2[CH:15]=[CH:16][C:2]([Cl:1])=[CH:3][CH:4]=2)=[N:9][C:10]=1[Cl:14]. The catalyst class is: 10.